This data is from Reaction yield outcomes from USPTO patents with 853,638 reactions. The task is: Predict the reaction yield, written as a fraction of the theoretical maximum amount of product (1.0 means a 100% yield; for example, 0.34 means a 34% yield). (1) The reactants are [Br:1][C:2]1[CH:10]=[CH:9][C:5]([C:6]([OH:8])=[O:7])=[CH:4][C:3]=1[CH3:11].S(Cl)(Cl)=O.C(N(CC)CC)C.[CH3:23][C:24]([CH3:27])([O-])[CH3:25].[Li+]. The catalyst is C1(C)C=CC=CC=1. The product is [C:24]([O:7][C:6](=[O:8])[C:5]1[CH:9]=[CH:10][C:2]([Br:1])=[C:3]([CH3:11])[CH:4]=1)([CH3:27])([CH3:25])[CH3:23]. The yield is 0.710. (2) The reactants are [N:1]1[CH:6]=[CH:5][C:4]([CH3:7])=[CH:3][CH:2]=1.C([Li])CCC.[CH3:13][O:14][C:15]1[CH:16]=[C:17]([CH2:23][CH2:24]I)[CH:18]=[CH:19][C:20]=1[O:21][CH3:22].C1C[O:29]CC1. No catalyst specified. The product is [C:20]([O-:21])(=[O:29])[CH3:19].[CH3:13][O:14][C:15]1[CH:16]=[C:17]([CH2:23][CH2:24][CH2:7][C:4]2[CH:5]=[CH:6][N:1]=[CH:2][CH:3]=2)[CH:18]=[CH:19][C:20]=1[O:21][CH3:22]. The yield is 0.0100. (3) The reactants are [Br:1][C:2]1[CH:7]=[C:6]([NH2:8])[C:5]([N+:9]([O-])=O)=[CH:4][N:3]=1. The catalyst is [Fe].CC(O)=O. The product is [Br:1][C:2]1[N:3]=[CH:4][C:5]([NH2:9])=[C:6]([NH2:8])[CH:7]=1. The yield is 0.780. (4) The reactants are C(N(CC)CC)C.[C:8](Cl)(=[O:12])[CH:9]([CH3:11])[CH3:10].[C:14]([O:18][C:19]([NH:21][CH2:22][C@H:23]([N:28]1[CH2:33][CH2:32][NH:31][CH2:30][CH2:29]1)[C:24]([O:26][CH3:27])=[O:25])=[O:20])([CH3:17])([CH3:16])[CH3:15].O. The yield is 0.810. The product is [C:14]([O:18][C:19]([NH:21][CH2:22][C@H:23]([N:28]1[CH2:29][CH2:30][N:31]([C:8](=[O:12])[CH:9]([CH3:11])[CH3:10])[CH2:32][CH2:33]1)[C:24]([O:26][CH3:27])=[O:25])=[O:20])([CH3:17])([CH3:15])[CH3:16]. The catalyst is ClCCl.